Predict the reaction yield, written as a fraction of the theoretical maximum amount of product (1.0 means a 100% yield; for example, 0.34 means a 34% yield). From a dataset of Reaction yield outcomes from USPTO patents with 853,638 reactions. (1) The reactants are [F:1][C:2]([F:26])([F:25])[C:3]1[CH:4]=[C:5]([C:21]([F:24])([F:23])[F:22])[C:6]2[CH:7]=[CH:8][C:9]3[N:10]([CH:13]=[C:14]([C:16]4[O:17][CH:18]=[N:19][N:20]=4)[N:15]=3)[C:11]=2[N:12]=1.[Cl:27]N1C(=O)CCC1=O.O. The catalyst is CN(C)C=O. The product is [Cl:27][C:13]1[N:10]2[C:11]3[N:12]=[C:3]([C:2]([F:1])([F:25])[F:26])[CH:4]=[C:5]([C:21]([F:23])([F:24])[F:22])[C:6]=3[CH:7]=[CH:8][C:9]2=[N:15][C:14]=1[C:16]1[O:17][CH:18]=[N:19][N:20]=1. The yield is 0.760. (2) The reactants are [CH:1]1([C:7]2([CH3:17])[C:12](=[O:13])[N:11]([CH3:14])[C:10](=[O:15])[NH:9][C:8]2=[O:16])[CH2:6][CH2:5][CH2:4][CH:3]=[CH:2]1.Br[CH2:19][C:20]([C:22]1[CH:27]=[CH:26][CH:25]=[C:24]([F:28])[CH:23]=1)=[O:21]. No catalyst specified. The product is [CH:1]1([C:7]2([CH3:17])[C:8](=[O:16])[N:9]([CH2:19][C:20]([C:22]3[CH:27]=[CH:26][CH:25]=[C:24]([F:28])[CH:23]=3)=[O:21])[C:10](=[O:15])[N:11]([CH3:14])[C:12]2=[O:13])[CH2:6][CH2:5][CH2:4][CH:3]=[CH:2]1. The yield is 0.210. (3) The reactants are Br[C:2]1[CH:7]=[CH:6][C:5]([S:8]([N:11]2[CH2:25][CH2:24][C:14]3([O:19][CH2:18][C:17](=[O:20])[N:16]([CH:21]4[CH2:23][CH2:22]4)[CH2:15]3)[CH2:13][CH2:12]2)(=[O:10])=[O:9])=[CH:4][CH:3]=1.OB(O)[C:28]1[CH:29]=[C:30]([CH:34]=[CH:35][CH:36]=1)[C:31]([OH:33])=[O:32].C([O-])([O-])=O.[K+].[K+]. The catalyst is C1C=CC(P(C2C=CC=CC=2)[C-]2C=CC=C2)=CC=1.C1C=CC(P(C2C=CC=CC=2)[C-]2C=CC=C2)=CC=1.Cl[Pd]Cl.[Fe+2].C(Cl)Cl.O1CCOCC1. The product is [CH:21]1([N:16]2[CH2:15][C:14]3([CH2:24][CH2:25][N:11]([S:8]([C:5]4[CH:6]=[CH:7][C:2]([C:28]5[CH:36]=[CH:35][CH:34]=[C:30]([C:31]([OH:33])=[O:32])[CH:29]=5)=[CH:3][CH:4]=4)(=[O:10])=[O:9])[CH2:12][CH2:13]3)[O:19][CH2:18][C:17]2=[O:20])[CH2:23][CH2:22]1. The yield is 0.390. (4) The reactants are [CH3:1][CH:2]([CH3:9])[CH:3]=[CH:4][C:5](=[O:8])[CH2:6][CH3:7].[CH:10]1[CH2:14][CH:13]=[CH:12][CH:11]=1.Cl(O)(=O)(=O)=O.C([C@@H]1N[C@H](C2OC(C)=CC=2)N(C)C1=O)C1C=CC=CC=1. The catalyst is O. The product is [CH:2]([C@H:3]1[C@@H:12]2[CH2:13][C@H:14]([CH:10]=[CH:11]2)[C@H:4]1[C:5](=[O:8])[CH2:6][CH3:7])([CH3:9])[CH3:1]. The yield is 0.780. (5) The reactants are Cl[C:2]1[C:7]([C:8]([O:10][CH2:11][CH3:12])=[O:9])=[CH:6][N:5]=[CH:4][N:3]=1.[C:13]([S:32][CH2:33][CH2:34][NH2:35])([C:26]1[CH:31]=[CH:30][CH:29]=[CH:28][CH:27]=1)([C:20]1[CH:25]=[CH:24][CH:23]=[CH:22][CH:21]=1)[C:14]1[CH:19]=[CH:18][CH:17]=[CH:16][CH:15]=1.C(N(CC)C(C)C)(C)C. The catalyst is C1COCC1. The product is [C:13]([S:32][CH2:33][CH2:34][NH:35][C:2]1[C:7]([C:8]([O:10][CH2:11][CH3:12])=[O:9])=[CH:6][N:5]=[CH:4][N:3]=1)([C:20]1[CH:21]=[CH:22][CH:23]=[CH:24][CH:25]=1)([C:26]1[CH:31]=[CH:30][CH:29]=[CH:28][CH:27]=1)[C:14]1[CH:19]=[CH:18][CH:17]=[CH:16][CH:15]=1. The yield is 0.460. (6) The reactants are [Br:1][C:2]1[CH:7]=[CH:6][C:5]([OH:8])=[CH:4][CH:3]=1.[CH2:9](Br)[CH2:10][C@H:11]([CH2:13][CH2:14][CH:15]=[C:16]([CH3:18])[CH3:17])[CH3:12].C(=O)([O-])[O-].[K+].[K+]. The catalyst is CC(=O)CC. The product is [Br:1][C:2]1[CH:7]=[CH:6][C:5]([O:8][CH2:9][CH2:10][C@@H:11]([CH3:12])[CH2:13][CH2:14][CH:15]=[C:16]([CH3:18])[CH3:17])=[CH:4][CH:3]=1. The yield is 0.682. (7) The product is [OH:12][CH2:13][CH2:14][CH2:15][N:16]([CH3:24])[C:17](=[O:23])[O:18][C:19]([CH3:20])([CH3:22])[CH3:21]. The catalyst is O.C1COCC1. The reactants are C(O)(=O)C.[Si]([O:12][CH2:13][CH2:14][CH2:15][N:16]([CH3:24])[C:17](=[O:23])[O:18][C:19]([CH3:22])([CH3:21])[CH3:20])(C(C)(C)C)(C)C.CCOC(C)=O.CCCCCC. The yield is 0.660. (8) The reactants are [N+:1]([C:4]1[CH:12]=[CH:11][C:7]([C:8](Cl)=[O:9])=[CH:6][CH:5]=1)([O-:3])=[O:2].[NH2:13][C:14]1[CH:19]=[CH:18][N:17]=[CH:16][C:15]=1[OH:20].C([O-])([O-])=O.[Na+].[Na+].CC(O)=O. The yield is 0.520. The product is [OH:20][C:15]1[CH:16]=[N:17][CH:18]=[CH:19][C:14]=1[NH:13][C:8](=[O:9])[C:7]1[CH:11]=[CH:12][C:4]([N+:1]([O-:3])=[O:2])=[CH:5][CH:6]=1. The catalyst is N1C=CC=CC=1.O. (9) The yield is 0.158. The catalyst is O1CCCC1. The product is [ClH:45].[Cl:45][C:46]1[CH:53]=[CH:52][C:49]([CH2:50][N:16]2[C:9]3[C:10](=[N:11][CH:12]=[CH:13][C:8]=3[O:7][CH2:6][C:5]3[CH:19]=[CH:20][C:2]([F:1])=[CH:3][CH:4]=3)[C:14]([CH3:18])=[C:15]2[CH3:17])=[CH:48][CH:47]=1. The reactants are [F:1][C:2]1[CH:20]=[CH:19][C:5]([CH2:6][O:7][C:8]2[CH:13]=[CH:12][N:11]=[C:10]3[C:14]([CH3:18])=[C:15]([CH3:17])[NH:16][C:9]=23)=[CH:4][CH:3]=1.CC(C)([O-])C.[K+].C1OCCOCCOCCOCCOCCOC1.[Cl:45][C:46]1[CH:53]=[CH:52][C:49]([CH2:50]Cl)=[CH:48][CH:47]=1. (10) The reactants are OC(C(F)(F)F)=O.[O:8]1[C:12]2[CH:13]=[CH:14][C:15]([C:17]3[CH:22]=[CH:21][C:20]([C:23]4[N:27]([CH2:28][C@@H:29]5[CH2:33][CH2:32][NH:31][CH2:30]5)[C:26](=[O:34])[C:25]5([CH2:38][CH2:37][CH2:36][CH2:35]5)[N:24]=4)=[CH:19][CH:18]=3)=[CH:16][C:11]=2[CH:10]=[CH:9]1.CCN(C(C)C)C(C)C.[CH3:48][C:49]1([C:52](Cl)=[O:53])[CH2:51][CH2:50]1. The catalyst is C(Cl)Cl. The product is [O:8]1[C:12]2[CH:13]=[CH:14][C:15]([C:17]3[CH:22]=[CH:21][C:20]([C:23]4[N:27]([CH2:28][C@@H:29]5[CH2:33][CH2:32][N:31]([C:52]([C:49]6([CH3:48])[CH2:51][CH2:50]6)=[O:53])[CH2:30]5)[C:26](=[O:34])[C:25]5([CH2:38][CH2:37][CH2:36][CH2:35]5)[N:24]=4)=[CH:19][CH:18]=3)=[CH:16][C:11]=2[CH:10]=[CH:9]1. The yield is 0.740.